From a dataset of Full USPTO retrosynthesis dataset with 1.9M reactions from patents (1976-2016). Predict the reactants needed to synthesize the given product. (1) Given the product [CH:22]1([CH:20]([O:21][CH3:30])[C:11]2[CH:12]=[CH:13][C:14]([C:16]([F:19])([F:18])[F:17])=[CH:15][C:10]=2[CH2:9][O:8][Si:1]([C:4]([CH3:7])([CH3:6])[CH3:5])([CH3:3])[CH3:2])[CH2:23][CH2:24][CH2:25][CH2:26][CH2:27]1, predict the reactants needed to synthesize it. The reactants are: [Si:1]([O:8][CH2:9][C:10]1[CH:15]=[C:14]([C:16]([F:19])([F:18])[F:17])[CH:13]=[CH:12][C:11]=1[CH:20]([CH:22]1[CH2:27][CH2:26][CH2:25][CH2:24][CH2:23]1)[OH:21])([C:4]([CH3:7])([CH3:6])[CH3:5])([CH3:3])[CH3:2].[H-].[Na+].[CH3:30]I.O. (2) The reactants are: P(Br)(Br)[Br:2].[F:5][C:6]([F:22])([F:21])[O:7][C:8]1[CH:13]=[CH:12][C:11]([N:14]2[CH:18]=[CH:17][C:16]([CH2:19]O)=[N:15]2)=[CH:10][CH:9]=1. Given the product [Br:2][CH2:19][C:16]1[CH:17]=[CH:18][N:14]([C:11]2[CH:12]=[CH:13][C:8]([O:7][C:6]([F:22])([F:21])[F:5])=[CH:9][CH:10]=2)[N:15]=1, predict the reactants needed to synthesize it. (3) Given the product [C:36]([O:1][C:2]1[CH:7]=[CH:6][CH:5]=[CH:4][C:3]=1[C:8](=[O:28])[CH2:9][CH2:10][C:11]1[N:12]=[C:13]([C:16]2[CH:21]=[CH:20][C:19]([O:22][CH3:23])=[C:18]([O:24][CH:25]([CH3:26])[CH3:27])[CH:17]=2)[O:14][CH:15]=1)(=[O:38])[CH3:37], predict the reactants needed to synthesize it. The reactants are: [OH:1][C:2]1[CH:7]=[CH:6][CH:5]=[CH:4][C:3]=1[C:8](=[O:28])[CH2:9][CH2:10][C:11]1[N:12]=[C:13]([C:16]2[CH:21]=[CH:20][C:19]([O:22][CH3:23])=[C:18]([O:24][CH:25]([CH3:27])[CH3:26])[CH:17]=2)[O:14][CH:15]=1.C(N(CC)CC)C.[C:36](Cl)(=[O:38])[CH3:37].O. (4) Given the product [OH:8][CH:9]1[CH2:12][C:11]([C:13]([O:15][CH2:16][CH3:17])=[O:14])([C:18]([O:20][CH2:21][CH3:22])=[O:19])[CH2:10]1, predict the reactants needed to synthesize it. The reactants are: C([O:8][CH:9]1[CH2:12][C:11]([C:18]([O:20][CH2:21][CH3:22])=[O:19])([C:13]([O:15][CH2:16][CH3:17])=[O:14])[CH2:10]1)C1C=CC=CC=1.